From a dataset of Full USPTO retrosynthesis dataset with 1.9M reactions from patents (1976-2016). Predict the reactants needed to synthesize the given product. (1) Given the product [Br:7][C:6]1[C:5]([C:8]2[CH:13]=[CH:12][C:11]([CH3:14])=[CH:10][CH:9]=2)=[N:17][NH:16][C:3](=[O:4])[CH:2]=1, predict the reactants needed to synthesize it. The reactants are: Br[C:2]1[C:3](=O)[O:4][CH:5]([C:8]2[CH:13]=[CH:12][C:11]([CH3:14])=[CH:10][CH:9]=2)[C:6]=1[Br:7].[NH2:16][NH2:17]. (2) Given the product [CH:14]1([C:2]2[CH:7]=[C:6]([NH:8][CH2:9][CH3:10])[C:5]([N+:11]([O-:13])=[O:12])=[CH:4][N:3]=2)[CH2:16][CH2:15]1, predict the reactants needed to synthesize it. The reactants are: Cl[C:2]1[CH:7]=[C:6]([NH:8][CH2:9][CH3:10])[C:5]([N+:11]([O-:13])=[O:12])=[CH:4][N:3]=1.[CH:14]1(B(O)O)[CH2:16][CH2:15]1.[O-]P([O-])([O-])=O.[K+].[K+].[K+].N#N. (3) Given the product [Cl:16][C:17]1[CH:22]=[CH:21][CH:20]=[CH:19][C:18]=1[N:3]1[C:4](=[O:15])[C:5]2[C@@H:6]3[C:11]([CH3:12])([CH3:13])[C@@:9]([CH3:14])([CH2:8][CH2:7]3)[C:10]=2[N:2]1[CH3:1], predict the reactants needed to synthesize it. The reactants are: [CH3:1][N:2]1[C:10]2[C@@:9]3([CH3:14])[C:11]([CH3:13])([CH3:12])[C@H:6]([CH2:7][CH2:8]3)[C:5]=2[C:4](=[O:15])[NH:3]1.[Cl:16][C:17]1[CH:22]=[CH:21][CH:20]=[CH:19][C:18]=1I.N1C=CC=CC=1C(O)=O.C(=O)(O)[O-].[K+]. (4) Given the product [CH3:7][O:6][C:5]1[CH:8]=[CH:9][C:2]([C:1]([C:10]2[CH:17]=[CH:16][C:13]([O:14][CH3:15])=[CH:12][CH:11]=2)([C:18]2[CH:23]=[CH:22][CH:21]=[CH:20][CH:19]=2)[O:38][CH2:37][C@@H:36]([CH2:35][N:32]2[CH:33]=[CH:34][C:29]([NH:28][C:25](=[O:27])[CH3:26])=[N:30][C:31]2=[O:42])[C@H:39]([OH:41])[CH3:40])=[CH:3][CH:4]=1, predict the reactants needed to synthesize it. The reactants are: [C:1](Cl)([C:18]1[CH:23]=[CH:22][CH:21]=[CH:20][CH:19]=1)([C:10]1[CH:17]=[CH:16][C:13]([O:14][CH3:15])=[CH:12][CH:11]=1)[C:2]1[CH:9]=[CH:8][C:5]([O:6][CH3:7])=[CH:4][CH:3]=1.[C:25]([NH:28][C:29]1[CH:34]=[CH:33][N:32]([CH2:35][C@@H:36]([C@H:39]([OH:41])[CH3:40])[CH2:37][OH:38])[C:31](=[O:42])[N:30]=1)(=[O:27])[CH3:26]. (5) The reactants are: [C:1](Cl)(=[O:10])[O:2][C:3]1[CH:8]=[CH:7][C:6]([F:9])=[CH:5][CH:4]=1.[CH3:12][C:13]1([OH:17])[CH2:16][O:15][CH2:14]1. Given the product [C:1](=[O:10])([O:17][C:13]1([CH3:12])[CH2:16][O:15][CH2:14]1)[O:2][C:3]1[CH:8]=[CH:7][C:6]([F:9])=[CH:5][CH:4]=1, predict the reactants needed to synthesize it. (6) Given the product [Cl:1][C:2]1[CH:12]=[CH:11][C:10]([CH2:13][NH:14][C:15](=[O:20])[C:16]([F:19])([F:18])[F:17])=[CH:9][C:3]=1[C:4]1[NH:6][C:7](=[O:8])[N:29]([C:25]2[CH:26]=[CH:27][CH:28]=[C:23]([C:22]([F:21])([F:39])[F:38])[CH:24]=2)[N:30]=1, predict the reactants needed to synthesize it. The reactants are: [Cl:1][C:2]1[CH:12]=[CH:11][C:10]([CH2:13][NH:14][C:15](=[O:20])[C:16]([F:19])([F:18])[F:17])=[CH:9][C:3]=1[C:4]([N:6]=[C:7]=[O:8])=O.[F:21][C:22]([F:39])([F:38])[C:23]1[CH:24]=[C:25]([NH:29][NH:30]C(OC(C)(C)C)=O)[CH:26]=[CH:27][CH:28]=1.FC(F)(F)C(O)=O. (7) Given the product [Br:14][C:8]1[CH:7]=[C:6]2[C:11]([C:12]([OH:13])=[C:3]([NH:2][C:19](=[O:20])[CH2:18][CH2:17][O:16][CH3:15])[CH:4]=[N:5]2)=[CH:10][CH:9]=1, predict the reactants needed to synthesize it. The reactants are: Cl.[NH2:2][C:3]1[CH:4]=[N:5][C:6]2[C:11]([C:12]=1[OH:13])=[CH:10][CH:9]=[C:8]([Br:14])[CH:7]=2.[CH3:15][O:16][CH2:17][CH2:18][C:19](Cl)=[O:20].C(Cl)(=O)CCC.C(N(CC)CC)C.